Dataset: Peptide-MHC class I binding affinity with 185,985 pairs from IEDB/IMGT. Task: Regression. Given a peptide amino acid sequence and an MHC pseudo amino acid sequence, predict their binding affinity value. This is MHC class I binding data. (1) The binding affinity (normalized) is 0.467. The peptide sequence is EAAAATCALV. The MHC is HLA-A02:01 with pseudo-sequence HLA-A02:01. (2) The peptide sequence is DEVVYTHGA. The MHC is HLA-B46:01 with pseudo-sequence HLA-B46:01. The binding affinity (normalized) is 0.0847. (3) The peptide sequence is HTQGYFPDWQ. The MHC is HLA-B35:03 with pseudo-sequence HLA-B35:03. The binding affinity (normalized) is 0. (4) The peptide sequence is LAISAVYFKA. The MHC is HLA-A68:02 with pseudo-sequence HLA-A68:02. The binding affinity (normalized) is 0.382. (5) The peptide sequence is NAHEGQLVI. The MHC is HLA-B07:02 with pseudo-sequence HLA-B07:02. The binding affinity (normalized) is 0.0628. (6) The peptide sequence is FELLHFISS. The MHC is HLA-B27:03 with pseudo-sequence HLA-B27:03. The binding affinity (normalized) is 0.0847. (7) The peptide sequence is EEFGSKSGL. The MHC is Mamu-A11 with pseudo-sequence Mamu-A11. The binding affinity (normalized) is 0.215. (8) The peptide sequence is ERLKIRGAL. The binding affinity (normalized) is 0. The MHC is HLA-A02:01 with pseudo-sequence HLA-A02:01.